From a dataset of Catalyst prediction with 721,799 reactions and 888 catalyst types from USPTO. Predict which catalyst facilitates the given reaction. (1) Reactant: [CH3:1][N:2]1[C:11](=[O:12])[C:10]2[C:5](=[C:6]([N:13]3[C:19](=[O:20])[C:18]4[CH:21]=[N:22][C:23]([S:25][CH3:26])=[N:24][C:17]=4[N:16]4[CH2:27][C@@H:28]([O:30]C(=O)C5C=CC([N+]([O-])=O)=CC=5)[CH2:29][C@H:15]4[CH2:14]3)[CH:7]=[CH:8][CH:9]=2)[N:4]=[CH:3]1.[OH-].[Na+]. Product: [OH:30][C@@H:28]1[CH2:27][N:16]2[C:17]3[N:24]=[C:23]([S:25][CH3:26])[N:22]=[CH:21][C:18]=3[C:19](=[O:20])[N:13]([C:6]3[CH:7]=[CH:8][CH:9]=[C:10]4[C:5]=3[N:4]=[CH:3][N:2]([CH3:1])[C:11]4=[O:12])[CH2:14][C@@H:15]2[CH2:29]1. The catalyst class is: 5. (2) Reactant: [F:1][C:2]([F:14])([F:13])[C:3]1[CH:12]=[CH:11][C:6](C(OC)=O)=[CH:5][CH:4]=1.[CH3:15][Li].C([O:19][CH2:20][CH3:21])C.[Cl-].[NH4+]. Product: [F:1][C:2]([F:13])([F:14])[C:3]1[CH:12]=[CH:11][C:6]([C:20]([OH:19])([CH3:21])[CH3:15])=[CH:5][CH:4]=1. The catalyst class is: 1. (3) Reactant: [F:1][C:2]1[CH:3]=[C:4]([NH:31]C(=O)C)[CH:5]=[CH:6][C:7]=1[O:8][C:9]1[CH:14]=[CH:13][N:12]=[C:11]2[N:15](S(C3C=CC(C)=CC=3)(=O)=O)[CH:16]=[C:17]([CH2:18][CH2:19][OH:20])[C:10]=12.[OH-].[Na+]. Product: [NH2:31][C:4]1[CH:5]=[CH:6][C:7]([O:8][C:9]2[CH:14]=[CH:13][N:12]=[C:11]3[NH:15][CH:16]=[C:17]([CH2:18][CH2:19][OH:20])[C:10]=23)=[C:2]([F:1])[CH:3]=1. The catalyst class is: 8.